This data is from Reaction yield outcomes from USPTO patents with 853,638 reactions. The task is: Predict the reaction yield, written as a fraction of the theoretical maximum amount of product (1.0 means a 100% yield; for example, 0.34 means a 34% yield). (1) The product is [CH3:7][C:6]1[C:8]2[CH:9]=[C:10]([C:15]3([C:18]([O:20][CH3:21])=[O:19])[CH2:17][CH2:16]3)[CH:11]=[CH:12][C:13]=2[O:14][N:5]=1. The reactants are C(O/[N:5]=[C:6](/[C:8]1[CH:9]=[C:10]([C:15]2([C:18]([O:20][CH3:21])=[O:19])[CH2:17][CH2:16]2)[CH:11]=[CH:12][C:13]=1[OH:14])\[CH3:7])(=O)C.N1C=CC=CC=1.O. The catalyst is CN(C=O)C. The yield is 0.820. (2) The reactants are [CH:1]1([CH2:6][CH:7]([C:16]2[CH:21]=[CH:20][C:19]([O:22]C)=[C:18]([F:24])[CH:17]=2)[C:8]([NH:10][C:11]2[S:12][CH:13]=[CH:14][N:15]=2)=[O:9])[CH2:5][CH2:4][CH2:3][CH2:2]1.B(Br)(Br)Br. The catalyst is C(Cl)Cl. The product is [CH:1]1([CH2:6][CH:7]([C:16]2[CH:21]=[CH:20][C:19]([OH:22])=[C:18]([F:24])[CH:17]=2)[C:8]([NH:10][C:11]2[S:12][CH:13]=[CH:14][N:15]=2)=[O:9])[CH2:5][CH2:4][CH2:3][CH2:2]1. The yield is 0.725. (3) The reactants are [CH3:1][C:2]1[CH:7]=[CH:6][C:5]([S:8]([O:11][CH2:12][CH:13]([OH:36])[CH2:14][C:15]2[CH:20]=[CH:19][CH:18]=[C:17]([CH2:21][C:22]3[CH:27]=[CH:26][CH:25]=[CH:24][CH:23]=3)[C:16]=2[O:28]CC2C=CC=CC=2)(=[O:10])=[O:9])=[CH:4][CH:3]=1.CC1C=CC(S(OCC(O)CC2C=CC(OC)=CC=2O)(=O)=O)=CC=1. The catalyst is [Pd]. The product is [CH3:1][C:2]1[CH:3]=[CH:4][C:5]([S:8]([O:11][CH2:12][CH:13]([OH:36])[CH2:14][C:15]2[CH:20]=[CH:19][CH:18]=[C:17]([CH2:21][C:22]3[CH:23]=[CH:24][CH:25]=[CH:26][CH:27]=3)[C:16]=2[OH:28])(=[O:9])=[O:10])=[CH:6][CH:7]=1. The yield is 0.920. (4) The reactants are [C:1]([C:5]1[CH:6]=[C:7]([Cl:22])[CH:8]=[C:9]2[C:14]=1[O:13][CH:12]([C:15]([F:18])([F:17])[F:16])[C:11]([C:19]([OH:21])=[O:20])=[CH:10]2)#[C:2][CH2:3][CH3:4].[OH-].[Na+:24]. The catalyst is C(O)C. The product is [C:1]([C:5]1[CH:6]=[C:7]([Cl:22])[CH:8]=[C:9]2[C:14]=1[O:13][CH:12]([C:15]([F:16])([F:17])[F:18])[C:11]([C:19]([O-:21])=[O:20])=[CH:10]2)#[C:2][CH2:3][CH3:4].[Na+:24]. The yield is 1.00. (5) The reactants are [Br:1][C:2]1[N:3]([CH2:19][C:20]([O:22][C:23]([CH3:26])([CH3:25])[CH3:24])=[O:21])[C:4]2[C:9]([C:10]=1[CH:11]1[CH2:16][CH2:15][CH2:14][CH2:13][CH2:12]1)=[CH:8][CH:7]=[C:6]([C:17]#[N:18])[CH:5]=2.CCN(C(C)C)C(C)C.Cl.N[OH:38].[C:39]([N:46]1C=CN=C1)(N1C=CN=C1)=[O:40]. No catalyst specified. The product is [Br:1][C:2]1[N:3]([CH2:19][C:20]([O:22][C:23]([CH3:26])([CH3:25])[CH3:24])=[O:21])[C:4]2[C:9]([C:10]=1[CH:11]1[CH2:16][CH2:15][CH2:14][CH2:13][CH2:12]1)=[CH:8][CH:7]=[C:6]([C:17]1[NH:46][C:39](=[O:40])[O:38][N:18]=1)[CH:5]=2. The yield is 0.380. (6) The reactants are [Br:1][C:2]1[C:3](F)=[C:4]([CH:7]=[CH:8][CH:9]=1)[C:5]#[N:6].[SH:11][CH2:12][C:13]([NH2:15])=[O:14].C[O-].[Na+]. The catalyst is CN(C=O)C.CO. The product is [NH2:6][C:5]1[C:4]2[CH:7]=[CH:8][CH:9]=[C:2]([Br:1])[C:3]=2[S:11][C:12]=1[C:13]([NH2:15])=[O:14]. The yield is 0.740.